Dataset: Full USPTO retrosynthesis dataset with 1.9M reactions from patents (1976-2016). Task: Predict the reactants needed to synthesize the given product. (1) Given the product [NH:4]1[C:5]2[CH:37]=[CH:36][CH:35]=[CH:34][C:6]=2[N:7]=[CH:3]1, predict the reactants needed to synthesize it. The reactants are: FC(F)[C:3]1[N:7](C2N=C(N3CCOCC3)N=C(OC3CCN(C(OC(C)(C)C)=O)CC3)N=2)[C:6]2[CH:34]=[CH:35][CH:36]=[C:37](OC)[C:5]=2[N:4]=1.C(O)(C(F)(F)F)=O. (2) Given the product [CH3:24][N:25]([CH3:37])[C:26]1([C:32]2[S:33][CH:34]=[CH:35][CH:36]=2)[CH2:27][CH2:28][C:29]([CH2:18][CH2:17][CH2:16][C:15]#[C:14][Si:13]([CH2:22][CH3:23])([CH2:20][CH3:21])[CH2:11][CH3:12])([OH:42])[CH2:30][CH2:31]1, predict the reactants needed to synthesize it. The reactants are: C([Li])(C)(C)C.CCCCC.[CH2:11]([Si:13]([CH2:22][CH3:23])([CH2:20][CH3:21])[C:14]#[C:15][CH2:16][CH2:17][CH2:18]I)[CH3:12].[CH3:24][N:25]([CH3:37])[C:26]1([C:32]2[S:33][CH:34]=[CH:35][CH:36]=2)[CH2:31][CH2:30][CH2:29][CH2:28][CH2:27]1.[Cl-].[NH4+].C([O:42]CC)C. (3) The reactants are: FC(F)(F)C(O)=O.[F:8][C:9]1[C:10]([C:33]([F:36])([F:35])[F:34])=[C:11]([CH:16]2[CH2:21][CH2:20][N:19]([C:22]([C:24]3[C:32]4[CH2:31][CH2:30][NH:29][CH2:28][C:27]=4[NH:26][N:25]=3)=[O:23])[CH2:18][CH2:17]2)[CH:12]=[CH:13][C:14]=1[F:15].[C:37](Cl)(=[O:40])[O:38][CH3:39].FC1C(C(F)(F)F)=C(C2CCN(C(C3C4CCN(C([O-])=O)CC=4NN=3)=O)CC2)C=CC=1F. Given the product [F:8][C:9]1[C:10]([C:33]([F:34])([F:35])[F:36])=[C:11]([CH:16]2[CH2:17][CH2:18][N:19]([C:22]([C:24]3[C:32]4[CH2:31][CH2:30][N:29]([C:37]([O:38][CH3:39])=[O:40])[CH2:28][C:27]=4[NH:26][N:25]=3)=[O:23])[CH2:20][CH2:21]2)[CH:12]=[CH:13][C:14]=1[F:15], predict the reactants needed to synthesize it.